Dataset: Hepatocyte clearance measurements from AstraZeneca. Task: Regression/Classification. Given a drug SMILES string, predict its absorption, distribution, metabolism, or excretion properties. Task type varies by dataset: regression for continuous measurements (e.g., permeability, clearance, half-life) or binary classification for categorical outcomes (e.g., BBB penetration, CYP inhibition). For this dataset (clearance_hepatocyte_az), we predict log10(clearance) (log10 of the in vitro intrinsic clearance, CLint, in uL/min per 10^6 hepatocytes; values are censored to the assay range of 3 to 150, which is 0.477 to 2.18 on this log10 scale). The molecule is Cc1ccc(NC(=O)c2cccc(N3CCOCC3)c2)cc1NC(=O)c1ccc(OCc2cscn2)cc1. The log10(clearance) is 1.30.